This data is from Forward reaction prediction with 1.9M reactions from USPTO patents (1976-2016). The task is: Predict the product of the given reaction. (1) Given the reactants [CH:1]1([CH2:4][N:5]2[CH:9]=[C:8]([C:10]3[CH:11]=[C:12]([CH:21]=[CH:22][CH:23]=3)[CH2:13][CH2:14][O:15][CH2:16][CH2:17][C:18]([OH:20])=O)[CH:7]=[N:6]2)[CH2:3][CH2:2]1.[CH3:24][O:25][CH:26]([O:34][CH3:35])[CH2:27][NH:28][CH:29]1[CH2:33][CH2:32][CH2:31][CH2:30]1, predict the reaction product. The product is: [CH:29]1([N:28]([CH2:27][CH:26]([O:34][CH3:35])[O:25][CH3:24])[C:18](=[O:20])[CH2:17][CH2:16][O:15][CH2:14][CH2:13][C:12]2[CH:21]=[CH:22][CH:23]=[C:10]([C:8]3[CH:7]=[N:6][N:5]([CH2:4][CH:1]4[CH2:2][CH2:3]4)[CH:9]=3)[CH:11]=2)[CH2:30][CH2:31][CH2:32][CH2:33]1. (2) The product is: [CH2:7]([O:14][C:15]1[CH:16]=[C:17]([F:26])[CH:18]=[C:19]2[C:24]=1[N:23]=[C:1]([Cl:6])[CH:2]=[CH:20]2)[C:8]1[CH:9]=[CH:10][CH:11]=[CH:12][CH:13]=1. Given the reactants [C:1]([Cl:6])(=O)[C:2](Cl)=O.[CH2:7]([O:14][C:15]1[CH:16]=[C:17]([F:26])[CH:18]=[C:19]2[C:24]=1[N:23]=C(O)C=[CH:20]2)[C:8]1[CH:13]=[CH:12][CH:11]=[CH:10][CH:9]=1, predict the reaction product.